From a dataset of Reaction yield outcomes from USPTO patents with 853,638 reactions. Predict the reaction yield, written as a fraction of the theoretical maximum amount of product (1.0 means a 100% yield; for example, 0.34 means a 34% yield). (1) The reactants are C(O)(C(F)(F)F)=O.C(OC(=O)[NH:14][C@@H:15]([CH2:42][C:43]1[CH:48]=[CH:47][C:46]([Cl:49])=[CH:45][CH:44]=1)[C:16]([N:18]1[CH2:23][CH2:22][N:21]([C:24]2[C:25]3[N:34]=[C:33]([C:35]4[CH:40]=[CH:39][C:38]([F:41])=[CH:37][CH:36]=4)[CH:32]=[CH:31][C:26]=3[N:27]=[C:28]([NH2:30])[N:29]=2)[CH2:20][CH2:19]1)=[O:17])(C)(C)C. The product is [NH2:30][C:28]1[N:29]=[C:24]([N:21]2[CH2:20][CH2:19][N:18]([C:16](=[O:17])[C@@H:15]([NH2:14])[CH2:42][C:43]3[CH:48]=[CH:47][C:46]([Cl:49])=[CH:45][CH:44]=3)[CH2:23][CH2:22]2)[C:25]2[N:34]=[C:33]([C:35]3[CH:36]=[CH:37][C:38]([F:41])=[CH:39][CH:40]=3)[CH:32]=[CH:31][C:26]=2[N:27]=1. No catalyst specified. The yield is 0.360. (2) The reactants are C([O-])(=O)C.[Na+].[B:15]1([B:15]2[O:19][C:18]([CH3:21])([CH3:20])[C:17]([CH3:23])([CH3:22])[O:16]2)[O:19][C:18]([CH3:21])([CH3:20])[C:17]([CH3:23])([CH3:22])[O:16]1.Br[C:25]1[CH:34]=[C:33]2[C:28]([CH2:29][CH:30]([NH:37][C:38](=[O:44])[O:39][C:40]([CH3:43])([CH3:42])[CH3:41])[C:31](=[O:36])[N:32]2O)=[CH:27][CH:26]=1. The catalyst is CS(C)=O. The product is [O:36]=[C:31]1[CH:30]([NH:37][C:38](=[O:44])[O:39][C:40]([CH3:42])([CH3:41])[CH3:43])[CH2:29][C:28]2[C:33](=[CH:34][C:25]([B:15]3[O:16][C:17]([CH3:22])([CH3:23])[C:18]([CH3:20])([CH3:21])[O:19]3)=[CH:26][CH:27]=2)[NH:32]1. The yield is 0.410. (3) The reactants are C(N(CC)CC)C.Cl.[N:9]1([CH2:14][C:15]2[CH:16]=[C:17]([CH:32]=[C:33]([Cl:35])[CH:34]=2)/[CH:18]=[CH:19]/[C:20]2[CH:25]=[CH:24][C:23]([N:26]3[CH2:31][CH2:30][NH:29][CH2:28][CH2:27]3)=[CH:22][CH:21]=2)[CH:13]=[CH:12][N:11]=[CH:10]1.[F:36][C:37]([F:50])([F:49])[O:38][C:39]1[CH:40]=[C:41]([S:45](Cl)(=[O:47])=[O:46])[CH:42]=[CH:43][CH:44]=1. The catalyst is ClCCl. The product is [N:9]1([CH2:14][C:15]2[CH:16]=[C:17]([CH:32]=[C:33]([Cl:35])[CH:34]=2)/[CH:18]=[CH:19]/[C:20]2[CH:25]=[CH:24][C:23]([N:26]3[CH2:27][CH2:28][N:29]([S:45]([C:41]4[CH:42]=[CH:43][CH:44]=[C:39]([O:38][C:37]([F:36])([F:49])[F:50])[CH:40]=4)(=[O:47])=[O:46])[CH2:30][CH2:31]3)=[CH:22][CH:21]=2)[CH:13]=[CH:12][N:11]=[CH:10]1. The yield is 0.150.